Dataset: Peptide-MHC class I binding affinity with 185,985 pairs from IEDB/IMGT. Task: Regression. Given a peptide amino acid sequence and an MHC pseudo amino acid sequence, predict their binding affinity value. This is MHC class I binding data. The peptide sequence is LFDFVNEKY. The MHC is HLA-A31:01 with pseudo-sequence HLA-A31:01. The binding affinity (normalized) is 0.0473.